Dataset: Catalyst prediction with 721,799 reactions and 888 catalyst types from USPTO. Task: Predict which catalyst facilitates the given reaction. (1) Reactant: [CH3:1][C:2]1[CH:7]=[CH:6][CH:5]=[C:4]([CH3:8])[C:3]=1[C:9]1[N:10]=[C:11]([N:29]2[C@H:34]([CH3:35])[CH2:33][N:32](C(OC(C)(C)C)=O)[C@@H:31]([CH3:43])[CH2:30]2)[C:12]2[CH2:18][N:17]([C:19]3[CH:24]=[C:23]([CH:25]([CH3:27])[CH3:26])[CH:22]=[CH:21][C:20]=3[CH3:28])[CH2:16][CH2:15][C:13]=2[N:14]=1.[C:44]([OH:50])([C:46]([F:49])([F:48])[F:47])=[O:45]. Product: [CH3:8][C:4]1[CH:5]=[CH:6][CH:7]=[C:2]([CH3:1])[C:3]=1[C:9]1[N:10]=[C:11]([N:29]2[CH2:30][C@@H:31]([CH3:43])[NH:32][CH2:33][C@@H:34]2[CH3:35])[C:12]2[CH2:18][N:17]([C:19]3[CH:24]=[C:23]([CH:25]([CH3:27])[CH3:26])[CH:22]=[CH:21][C:20]=3[CH3:28])[CH2:16][CH2:15][C:13]=2[N:14]=1.[C:44]([OH:50])([C:46]([F:49])([F:48])[F:47])=[O:45]. The catalyst class is: 2. (2) Reactant: [Cl:1][C:2]1[C:3]([N:12]2[CH2:17][CH2:16][CH:15]([N:18]3[CH2:22][CH2:21][C@H:20]([O:23][C:24]4[CH:33]=[CH:32][C:27]([C:28]([O:30]C)=[O:29])=[CH:26][C:25]=4[F:34])[C:19]3=[O:35])[CH2:14][CH2:13]2)=[N:4][CH:5]=[C:6]([C:8]([F:11])([F:10])[F:9])[CH:7]=1.[Li+].[OH-]. Product: [Cl:1][C:2]1[C:3]([N:12]2[CH2:17][CH2:16][CH:15]([N:18]3[CH2:22][CH2:21][C@H:20]([O:23][C:24]4[CH:33]=[CH:32][C:27]([C:28]([OH:30])=[O:29])=[CH:26][C:25]=4[F:34])[C:19]3=[O:35])[CH2:14][CH2:13]2)=[N:4][CH:5]=[C:6]([C:8]([F:9])([F:10])[F:11])[CH:7]=1. The catalyst class is: 1.